From a dataset of Forward reaction prediction with 1.9M reactions from USPTO patents (1976-2016). Predict the product of the given reaction. (1) The product is: [CH:17]([C@H:3]1[C@@:2]([CH3:20])([OH:1])[CH2:6][CH2:5][NH:4]1)([CH3:19])[CH3:18]. Given the reactants [OH:1][C@@:2]1([CH3:20])[CH2:6][CH2:5][N:4](C(OCC2C=CC=CC=2)=O)[C@H:3]1[CH:17]([CH3:19])[CH3:18], predict the reaction product. (2) Given the reactants [CH:1]1([C:4]2[CH:5]=[C:6]3[C:11](=[CH:12][CH:13]=2)[CH:10]=[N:9][CH:8]=[CH:7]3)[CH2:3][CH2:2]1.[In].[NH4+].[Cl-], predict the reaction product. The product is: [CH:1]1([C:4]2[CH:5]=[C:6]3[C:11](=[CH:12][CH:13]=2)[CH2:10][NH:9][CH2:8][CH2:7]3)[CH2:3][CH2:2]1. (3) Given the reactants [CH3:1][C:2](/[CH:4]=[N:5]/[OH:6])=O.Cl.[F:8][C:9]1[CH:14]=[CH:13][C:12]([NH:15][NH2:16])=[CH:11][CH:10]=1, predict the reaction product. The product is: [F:8][C:9]1[CH:14]=[CH:13][C:12]([N:15]2[N:16]=[C:2]([CH3:1])[CH:4]=[N+:5]2[O-:6])=[CH:11][CH:10]=1.